This data is from Forward reaction prediction with 1.9M reactions from USPTO patents (1976-2016). The task is: Predict the product of the given reaction. (1) Given the reactants [Cl:1][C:2]1[CH:7]=[C:6]([Cl:8])[CH:5]=[CH:4][C:3]=1[C:9]1[N:10]=[C:11](/[CH:18]=[CH:19]/[C:20]2[CH:25]=[CH:24][C:23]([O:26][CH3:27])=[CH:22][CH:21]=2)[N:12]([CH2:14][C:15]([OH:17])=O)[CH:13]=1.[CH3:28][O:29][C:30]1[CH:31]=[C:32]([CH:36]=[CH:37][CH:38]=1)[CH2:33][CH2:34][NH2:35], predict the reaction product. The product is: [Cl:1][C:2]1[CH:7]=[C:6]([Cl:8])[CH:5]=[CH:4][C:3]=1[C:9]1[N:10]=[C:11](/[CH:18]=[CH:19]/[C:20]2[CH:21]=[CH:22][C:23]([O:26][CH3:27])=[CH:24][CH:25]=2)[N:12]([CH2:14][C:15]([NH:35][CH2:34][CH2:33][C:32]2[CH:36]=[CH:37][CH:38]=[C:30]([O:29][CH3:28])[CH:31]=2)=[O:17])[CH:13]=1. (2) Given the reactants Br[C:2]1[CH:7]=[CH:6][C:5]([CH:8]2[NH:13][C:12](=[O:14])[N:11]([C:15]3[CH:20]=[CH:19][CH:18]=[C:17]([CH:21]([F:23])[F:22])[CH:16]=3)[C:10]3[CH2:24][CH2:25][C:26](=[O:27])[C:9]2=3)=[CH:4][CH:3]=1.O.[CH3:29][N:30](C)C=O, predict the reaction product. The product is: [F:23][CH:21]([F:22])[C:17]1[CH:16]=[C:15]([N:11]2[C:10]3[CH2:24][CH2:25][C:26](=[O:27])[C:9]=3[CH:8]([C:5]3[CH:6]=[CH:7][C:2]([C:29]#[N:30])=[CH:3][CH:4]=3)[NH:13][C:12]2=[O:14])[CH:20]=[CH:19][CH:18]=1. (3) Given the reactants [OH:1][CH:2]([C:6]1[CH:11]=[C:10]([CH3:12])[C:9]([O:13][CH3:14])=[CH:8][C:7]=1[OH:15])[CH:3]([CH3:5])[CH3:4].C([O-])([O-])=O.[Cs+].[Cs+].Br[CH2:23][C:24]([O:26][CH2:27][CH3:28])=[O:25], predict the reaction product. The product is: [CH2:27]([O:26][C:24](=[O:25])[CH2:23][O:15][C:7]1[CH:8]=[C:9]([O:13][CH3:14])[C:10]([CH3:12])=[CH:11][C:6]=1[CH:2]([OH:1])[CH:3]([CH3:5])[CH3:4])[CH3:28]. (4) Given the reactants Cl[CH2:2][CH:3]=[CH:4][C:5]1[NH:6][C:7]2[CH:12]=[C:11]([C:13]3[CH:18]=[CH:17][C:16]([O:19][CH2:20][CH3:21])=[C:15]([C:22]([F:25])([F:24])[F:23])[CH:14]=3)[N:10]=[C:9]([C:26]#[N:27])[C:8]=2[N:28]=1.[NH:29]1[CH2:34][CH2:33][O:32][CH2:31][CH2:30]1, predict the reaction product. The product is: [CH2:20]([O:19][C:16]1[CH:17]=[CH:18][C:13]([C:11]2[N:10]=[C:9]([C:26]#[N:27])[C:8]3[N:28]=[C:5]([CH:4]=[CH:3][CH2:2][N:29]4[CH2:34][CH2:33][O:32][CH2:31][CH2:30]4)[NH:6][C:7]=3[CH:12]=2)=[CH:14][C:15]=1[C:22]([F:25])([F:24])[F:23])[CH3:21]. (5) Given the reactants [C:1]([OH:12])(=[O:11])[C:2]1[CH:10]=[CH:9][C:7]([OH:8])=[C:4]([O:5][CH3:6])[CH:3]=1.N1C=CC=CC=1.[C:19](OC(=O)C)(=[O:21])[CH3:20].Cl, predict the reaction product. The product is: [C:19]([C:3]1[C:4]([O:5][CH3:6])=[C:7]([OH:8])[CH:9]=[CH:10][C:2]=1[C:1]([OH:12])=[O:11])(=[O:21])[CH3:20].